Dataset: Full USPTO retrosynthesis dataset with 1.9M reactions from patents (1976-2016). Task: Predict the reactants needed to synthesize the given product. (1) Given the product [C:3]([C:5]1[CH:6]=[C:7]([CH:21]=[CH:22][CH:23]=1)[CH2:8][N:9]1[C:18]2[C:13](=[CH:14][CH:15]=[CH:16][CH:17]=2)[C:12](=[O:19])[NH:11][C:10]1=[O:20])([OH:4])=[O:2], predict the reactants needed to synthesize it. The reactants are: C[O:2][C:3]([C:5]1[CH:6]=[C:7]([CH:21]=[CH:22][CH:23]=1)[CH2:8][N:9]1[C:18]2[C:13](=[CH:14][CH:15]=[CH:16][CH:17]=2)[C:12](=[O:19])[NH:11][C:10]1=[O:20])=[O:4].[OH-].[Na+].O. (2) Given the product [CH2:1]([C:8]1[C:20](=[O:21])[N:12]2[CH2:13][C:14]3[C:19]([C:11]2=[N:10][C:9]=1[CH:22]([Br:26])[CH:23]([CH3:25])[CH3:24])=[CH:18][CH:17]=[CH:16][CH:15]=3)[C:2]1[CH:7]=[CH:6][CH:5]=[CH:4][CH:3]=1, predict the reactants needed to synthesize it. The reactants are: [CH2:1]([C:8]1[C:20](=[O:21])[N:12]2[CH2:13][C:14]3[C:19]([C:11]2=[N:10][C:9]=1[CH2:22][CH:23]([CH3:25])[CH3:24])=[CH:18][CH:17]=[CH:16][CH:15]=3)[C:2]1[CH:7]=[CH:6][CH:5]=[CH:4][CH:3]=1.[Br:26]N1C(=O)CCC1=O.FC(F)(F)C(O)=O. (3) Given the product [F:1][C:2]([C:3]1[O:4][N:69]=[C:68]([NH:67][C:62]2[CH:63]=[CH:64][C:65]([CH3:66])=[C:60]([C:51]3[C:50](=[O:72])[N:49]([CH3:48])[C:58]4[C:53]([CH:52]=3)=[CH:54][N:55]=[C:56]([CH3:59])[CH:57]=4)[CH:61]=2)[N:71]=1)([F:7])[CH3:6], predict the reactants needed to synthesize it. The reactants are: [F:1][C:2]([F:7])([CH3:6])[C:3](O)=[O:4].CN(C(ON1N=NC2C=CC=NC1=2)=[N+](C)C)C.F[P-](F)(F)(F)(F)F.CCN(C(C)C)C(C)C.[O-]S([O-])(=O)=O.[Na+].[Na+].[CH3:48][N:49]1[C:58]2[C:53](=[CH:54][N:55]=[C:56]([CH3:59])[CH:57]=2)[CH:52]=[C:51]([C:60]2[CH:61]=[C:62]([NH:67]/[C:68](/[NH2:71])=[N:69]/O)[CH:63]=[CH:64][C:65]=2[CH3:66])[C:50]1=[O:72]. (4) Given the product [CH2:10]([CH:16]([OH:26])[CH2:17][CH2:18][CH2:19][CH2:20][CH2:21][CH2:22][CH2:23][CH2:24][CH3:25])[CH2:11][CH2:12][CH2:13][CH2:14][CH3:15].[C:1](=[O:4])([O:2][CH3:3])[O:26][CH:16]([CH2:10][CH2:11][CH2:12][CH2:13][CH2:14][CH3:15])[CH2:17][CH2:18][CH2:19][CH2:20][CH2:21][CH2:22][CH2:23][CH2:24][CH3:25].[C:1](=[O:6])([O-:2])[O:26][C:16]([CH2:17][CH2:16][CH2:10][CH2:11][CH2:12][CH3:13])([CH2:10][CH2:11][CH2:12][CH2:13][CH2:14][CH3:15])[CH2:17][CH2:18][CH2:19][CH2:20][CH2:21][CH2:22][CH2:23][CH2:24][CH3:25], predict the reactants needed to synthesize it. The reactants are: [C:1](=[O:6])([O:4]C)[O:2][CH3:3].C[O-].[Na+].[CH2:10]([CH:16]([OH:26])[CH2:17][CH2:18][CH2:19][CH2:20][CH2:21][CH2:22][CH2:23][CH2:24][CH3:25])[CH2:11][CH2:12][CH2:13][CH2:14][CH3:15]. (5) Given the product [CH3:27][C:23]1[CH:24]=[CH:25][CH:26]=[C:21]([CH3:20])[C:22]=1[O:28][C:29]1[N:34]=[CH:33][C:32]([N:35]2[C:36](=[O:41])[C:37]([CH3:39])([CH3:40])[NH:38][C:9]2=[O:11])=[CH:31][CH:30]=1, predict the reactants needed to synthesize it. The reactants are: C(N(CC)CC)C.Cl[C:9](Cl)([O:11]C(=O)OC(Cl)(Cl)Cl)Cl.[CH3:20][C:21]1[CH:26]=[CH:25][CH:24]=[C:23]([CH3:27])[C:22]=1[O:28][C:29]1[N:34]=[CH:33][C:32]([NH:35][C:36](=[O:41])[C:37]([CH3:40])([CH3:39])[NH2:38])=[CH:31][CH:30]=1.